From a dataset of Experimentally validated miRNA-target interactions with 360,000+ pairs, plus equal number of negative samples. Binary Classification. Given a miRNA mature sequence and a target amino acid sequence, predict their likelihood of interaction. (1) The miRNA is hsa-miR-518d-3p with sequence CAAAGCGCUUCCCUUUGGAGC. The protein sequence of the target gene is MEEMEALVGVVPHSADCDLFKEPVRKRRRLHRDRQFQAFPSAEQSALKEYEKLECRTRRVLSNTYQKLIQSVFLDDSIPSGLKYLINRLLALIEKSPLEPVYVGFLGITGAGKSSLINALIRQAMFLPVSGESVCTSCIVQVSSGCCEQYEAKIHLLSDQEWKAELKDLTKLLHRAEQSGEEEADLWDRDDATEEAAQKLRMLYGHGAERRHYEELLRLKPRGRIPNSRTITLKAEEAGELSVKLDPYIRTRRRDWDGESAETQIWPLIKYVEVILPKSALIPEGVVLVDIPGTGDFNSK.... Result: 0 (no interaction). (2) The miRNA is hsa-miR-30e-5p with sequence UGUAAACAUCCUUGACUGGAAG. The protein sequence of the target gene is MSVPDYMQCAEDHQTLLVVVQPVGIVSEENFFRIYKRICSVSQISVRDSQRVLYIRYRHHYPPENNEWGDFQTHRKVVGLITITDCFSAKDWPQTFEKFHVQKEIYGSTLYDSRLFVFGLQGEIVEQPRTDVAFYPNYEDCQTVEKRIEDFIESLFIVLESKRLDRATDKSGDKIPLLCVPFEKKDFVGLDTDSRHYKKRCQGRMRKHVGDLCLQAGMLQDSLVHYHMSVELLRSVNDFLWLGAALEGLCSASVIYHYPGGTGGKSGARRFQGSTLPAEAANRHRPGAQEVLIDPGALTT.... Result: 1 (interaction).